This data is from Full USPTO retrosynthesis dataset with 1.9M reactions from patents (1976-2016). The task is: Predict the reactants needed to synthesize the given product. (1) Given the product [CH3:57][CH:56]([CH3:58])[C@H:6]([NH:5][C:3](=[O:4])[O:2][CH3:1])[C:7](=[O:8])[N:9]1[C@H:17]([C:18]2[NH:19][C:20]([C:23]3[CH:28]=[CH:27][C:26]([C:29]4[CH:38]=[CH:37][C:36]5[C:31](=[CH:32][CH:33]=[C:34]([C:39]6[NH:43][C:42]([C@@H:44]7[CH2:48][CH2:47][CH2:46][NH:45]7)=[N:41][CH:40]=6)[CH:35]=5)[CH:30]=4)=[CH:25][CH:24]=3)=[CH:21][N:22]=2)[CH2:16][C:11]2([O:12][CH2:13][CH2:14][O:15]2)[CH2:10]1, predict the reactants needed to synthesize it. The reactants are: [CH3:1][O:2][C:3]([NH:5][C@@H:6]([CH:56]([CH3:58])[CH3:57])[C:7]([N:9]1[C@H:17]([C:18]2[NH:19][C:20]([C:23]3[CH:28]=[CH:27][C:26]([C:29]4[CH:30]=[C:31]5[C:36](=[CH:37][CH:38]=4)[CH:35]=[C:34]([C:39]4[NH:43][C:42]([C@@H:44]6[CH2:48][CH2:47][CH2:46][N:45]6C(OC(C)(C)C)=O)=[N:41][CH:40]=4)[CH:33]=[CH:32]5)=[CH:25][CH:24]=3)=[CH:21][N:22]=2)[CH2:16][C:11]2([O:15][CH2:14][CH2:13][O:12]2)[CH2:10]1)=[O:8])=[O:4].Cl.O1CCOCC1. (2) Given the product [CH3:1][O:2][CH2:3][C:4]1[CH:5]=[C:6]2[C:10](=[CH:11][CH:12]=1)[CH2:9][NH:8][CH2:7]2, predict the reactants needed to synthesize it. The reactants are: [CH3:1][O:2][CH2:3][C:4]1[CH:5]=[C:6]2[C:10](=[CH:11][CH:12]=1)[CH2:9][N:8](S(C1C=CC(C)=CC=1)(=O)=O)[CH2:7]2.CCN(CC)CC. (3) Given the product [F:1][C:2]1[CH:3]=[C:4]([C:25]2[CH:26]=[CH:27][C:28]([C:31]([N:57]3[CH2:61][CH2:60][CH2:59][C@H:58]3[C:62]([NH2:64])=[O:63])=[O:32])=[N:29][CH:30]=2)[CH:5]=[CH:6][C:7]=1[O:8][CH2:9][CH:10]1[CH2:11][CH2:12][N:13]([CH2:16][C:17]2([C:21]([F:24])([F:22])[F:23])[CH2:20][CH2:19][CH2:18]2)[CH2:14][CH2:15]1, predict the reactants needed to synthesize it. The reactants are: [F:1][C:2]1[CH:3]=[C:4]([C:25]2[CH:26]=[CH:27][C:28]([C:31](O)=[O:32])=[N:29][CH:30]=2)[CH:5]=[CH:6][C:7]=1[O:8][CH2:9][CH:10]1[CH2:15][CH2:14][N:13]([CH2:16][C:17]2([C:21]([F:24])([F:23])[F:22])[CH2:20][CH2:19][CH2:18]2)[CH2:12][CH2:11]1.C(Cl)CCl.C1C=CC2N(O)N=NC=2C=1.CCN(C(C)C)C(C)C.[NH:57]1[CH2:61][CH2:60][CH2:59][C@H:58]1[C:62]([NH2:64])=[O:63]. (4) Given the product [ClH:19].[ClH:19].[CH3:17][O:16][C:14]1[CH:15]=[C:10]([CH2:9][CH2:8][NH2:7])[CH:11]=[N:12][CH:13]=1, predict the reactants needed to synthesize it. The reactants are: C(OC(=O)[NH:7][CH2:8][CH2:9][C:10]1[CH:11]=[N:12][CH:13]=[C:14]([O:16][CH3:17])[CH:15]=1)(C)(C)C.[ClH:19]. (5) Given the product [CH2:1]([C:3]([F:30])([CH2:28][CH3:29])[CH2:4][N:5]1[CH2:6][CH2:7][CH:8]([CH2:11][O:12][C:13]2[N:18]=[N:17][C:16]([C:19]3[CH:27]=[CH:26][C:22]([C:23]([N:61]4[CH2:65][CH2:64][CH2:63][C@H:62]4[C:66]([NH2:68])=[O:67])=[O:24])=[CH:21][CH:20]=3)=[CH:15][CH:14]=2)[CH2:9][CH2:10]1)[CH3:2], predict the reactants needed to synthesize it. The reactants are: [CH2:1]([C:3]([F:30])([CH2:28][CH3:29])[CH2:4][N:5]1[CH2:10][CH2:9][CH:8]([CH2:11][O:12][C:13]2[N:18]=[N:17][C:16]([C:19]3[CH:27]=[CH:26][C:22]([C:23](O)=[O:24])=[CH:21][CH:20]=3)=[CH:15][CH:14]=2)[CH2:7][CH2:6]1)[CH3:2].CCN=C=NCCCN(C)C.C1C=CC2N(O)N=NC=2C=1.CCN(C(C)C)C(C)C.[NH:61]1[CH2:65][CH2:64][CH2:63][C@H:62]1[C:66]([NH2:68])=[O:67].